This data is from Catalyst prediction with 721,799 reactions and 888 catalyst types from USPTO. The task is: Predict which catalyst facilitates the given reaction. (1) Reactant: [SH:1][C:2]1[CH:14]=[CH:13][CH:12]=[CH:11][C:3]=1[C:4]([NH:6][C:7](=[O:10])[CH2:8][NH2:9])=[O:5].Cl[C:16]([O:18][CH2:19][CH2:20][Br:21])=[O:17]. Product: [Br:21][CH2:20][CH2:19][O:18][C:16]([S:1][C:2]1[CH:14]=[CH:13][CH:12]=[CH:11][C:3]=1[C:4]([NH:6][C:7](=[O:10])[CH2:8][NH2:9])=[O:5])=[O:17]. The catalyst class is: 80. (2) Reactant: C(OC(=O)[NH:7][C@H:8]1[CH2:13][CH2:12][C@H:11]([CH2:14][N:15]([CH3:17])[CH3:16])[CH2:10][CH2:9]1)(C)(C)C.FC(F)(F)C(O)=O. Product: [CH3:17][N:15]([CH2:14][C@H:11]1[CH2:12][CH2:13][C@H:8]([NH2:7])[CH2:9][CH2:10]1)[CH3:16]. The catalyst class is: 2. (3) Reactant: C(O[C:4](=[O:9])[C:5](Br)([CH3:7])[CH3:6])C.[CH2:10]([NH2:13])[CH2:11][NH2:12].C(=O)([O-])[O-].[K+].[K+]. Product: [CH3:7][C:5]1([CH3:6])[NH:13][CH2:10][CH2:11][NH:12][C:4]1=[O:9]. The catalyst class is: 11. (4) Reactant: [F:1][CH:2]([F:36])[CH2:3][O:4][C:5]1[C:13]2[C:12](=[O:14])[N:11]([C:15]3[CH:20]=[CH:19][C:18]([CH2:21][C:22]([O:24]CC)=[O:23])=[CH:17][C:16]=3[F:27])[C:10](=[O:28])[C:9]=2[C:8]([O:29][CH2:30][CH3:31])=[C:7]2[CH:32]=[CH:33][CH:34]=[CH:35][C:6]=12.C(O)(=O)C.Cl. Product: [F:36][CH:2]([F:1])[CH2:3][O:4][C:5]1[C:13]2[C:12](=[O:14])[N:11]([C:15]3[CH:20]=[CH:19][C:18]([CH2:21][C:22]([OH:24])=[O:23])=[CH:17][C:16]=3[F:27])[C:10](=[O:28])[C:9]=2[C:8]([O:29][CH2:30][CH3:31])=[C:7]2[CH:32]=[CH:33][CH:34]=[CH:35][C:6]=12. The catalyst class is: 6. (5) Reactant: C([NH:4][C@:5]1([C:22](NC(C)(C)C)=[O:23])[C@@H:9]([CH2:10][CH2:11][CH2:12][B:13]2[O:17]C(C)(C)C(C)(C)[O:14]2)[CH2:8][NH:7][CH2:6]1)(=O)C.[C:29]([CH:34]1[CH2:39][CH2:38][C:37](=O)[CH2:36][CH2:35]1)([O:31]CC)=[O:30].S([O-])([O-])(=O)=[O:42].[Na+].[Na+].C(O)(=O)C.C(O[BH-](OC(=O)C)OC(=O)C)(=O)C.[Na+].C(=O)([O-])[O-].[Na+].[Na+]. Product: [NH2:4][C@:5]1([C:22]([OH:23])=[O:42])[C@@H:9]([CH2:10][CH2:11][CH2:12][B:13]([OH:14])[OH:17])[CH2:8][N:7]([CH:37]2[CH2:38][CH2:39][CH:34]([C:29]([OH:31])=[O:30])[CH2:35][CH2:36]2)[CH2:6]1. The catalyst class is: 26. (6) Reactant: [CH3:1][O:2][C:3](=[O:32])[C@@H:4]([N:19]1[C:31]2[CH:30]=[CH:29][CH:28]=[CH:27][C:26]=2[C:25]2[C:20]1=[CH:21][CH:22]=[CH:23][CH:24]=2)[CH2:5][CH2:6][CH2:7][CH2:8][NH:9][C:10](=[O:18])[C:11]1[CH:16]=[CH:15][C:14]([NH2:17])=[CH:13][CH:12]=1.[CH3:33][C:34]([CH3:36])=O.N([O-])=O.[Na+].[N-:41]=[N+:42]=[N-].[Na+].[OH2:45]. Product: [C:33]([C:14]1[CH:15]=[CH:16][C:11]([C:10]([NH:9][CH2:8][CH2:7][CH2:6][CH2:5][CH:4]([N:19]2[C:31]3[CH:30]=[CH:29][CH:28]=[CH:27][C:26]=3[C:25]3[C:20]2=[CH:21][CH:22]=[CH:23][CH:24]=3)[C:3]([OH:2])=[O:32])=[O:18])=[CH:12][CH:13]=1)(=[O:45])[C:34]1[CH:36]=[CH:6][CH:5]=[CH:4][CH:3]=1.[CH3:1][O:2][C:3](=[O:32])[C@@H:4]([N:19]1[C:31]2[CH:30]=[CH:29][CH:28]=[CH:27][C:26]=2[C:25]2[C:20]1=[CH:21][CH:22]=[CH:23][CH:24]=2)[CH2:5][CH2:6][CH2:7][CH2:8][NH:9][C:10](=[O:18])[C:11]1[CH:12]=[CH:13][C:14]([N:17]=[N+:41]=[N-:42])=[CH:15][CH:16]=1. The catalyst class is: 33. (7) Reactant: [I-].[Na+].[C:3]([N:6]1[C:15]2[C:10](=[CH:11][C:12]([C:18]([O:20][CH2:21][CH3:22])=[O:19])=[N:13][C:14]=2[O:16]C)[CH:9]([NH:23][C:24]([O:26][CH2:27][C:28]2[CH:33]=[CH:32][CH:31]=[CH:30][CH:29]=2)=[O:25])[CH:8]([CH3:34])[CH:7]1[CH:35]1[CH2:37][CH2:36]1)(=[O:5])[CH3:4]. Product: [C:3]([N:6]1[C:15]2[C:10](=[CH:11][C:12]([C:18]([O:20][CH2:21][CH3:22])=[O:19])=[N:13][C:14]=2[OH:16])[CH:9]([NH:23][C:24]([O:26][CH2:27][C:28]2[CH:33]=[CH:32][CH:31]=[CH:30][CH:29]=2)=[O:25])[CH:8]([CH3:34])[CH:7]1[CH:35]1[CH2:36][CH2:37]1)(=[O:5])[CH3:4]. The catalyst class is: 10. (8) Reactant: C[O-].[Na+].[CH2:4]([O:11][C:12]1[CH:13]=[C:14]2[C:19](=[CH:20][CH:21]=1)[C:18](=[O:22])[C:17](Br)([Br:23])[CH2:16][CH2:15]2)[C:5]1[CH:10]=[CH:9][CH:8]=[CH:7][CH:6]=1.Cl.O. Product: [CH2:4]([O:11][C:12]1[CH:13]=[C:14]2[C:19](=[CH:20][CH:21]=1)[C:18]([OH:22])=[C:17]([Br:23])[CH:16]=[CH:15]2)[C:5]1[CH:6]=[CH:7][CH:8]=[CH:9][CH:10]=1. The catalyst class is: 5.